From a dataset of Full USPTO retrosynthesis dataset with 1.9M reactions from patents (1976-2016). Predict the reactants needed to synthesize the given product. (1) Given the product [C:25]([O:24][CH2:23][C@@H:22]([NH:21][C:19](=[O:20])[O:18][C:14]([CH3:17])([CH3:16])[CH3:15])[CH2:29][OH:30])([CH3:27])([CH3:28])[CH3:26], predict the reactants needed to synthesize it. The reactants are: C1([NH2+]C2CCCCC2)CCCCC1.[C:14]([O:18][C:19]([NH:21][C@@H:22]([C:29]([O-])=[O:30])[CH2:23][O:24][C:25]([CH3:28])([CH3:27])[CH3:26])=[O:20])([CH3:17])([CH3:16])[CH3:15].C(O)(=O)CC(CC(O)=O)(C(O)=O)O. (2) Given the product [Br:1][C:2]1[CH:10]=[C:9]2[C:5]([CH:6]=[CH:7][N:8]2[C:12]2[CH:17]=[CH:16][C:15]([O:18][CH2:19][CH3:20])=[CH:14][CH:13]=2)=[CH:4][CH:3]=1, predict the reactants needed to synthesize it. The reactants are: [Br:1][C:2]1[CH:10]=[C:9]2[C:5]([CH:6]=[CH:7][NH:8]2)=[CH:4][CH:3]=1.I[C:12]1[CH:17]=[CH:16][C:15]([O:18][CH2:19][CH3:20])=[CH:14][CH:13]=1.C(=O)([O-])[O-].[K+].[K+].N1CCC[C@H]1C(O)=O. (3) Given the product [C:23]([O:27][C:28]([N:30]1[CH2:34][CH:41]([OH:44])[CH:42]([NH:16][C:17]([O:18][CH2:1][C:2]2[CH:3]=[CH:4][CH:5]=[CH:6][CH:7]=2)=[O:36])[CH2:43]1)=[O:29])([CH3:26])([CH3:25])[CH3:24], predict the reactants needed to synthesize it. The reactants are: [CH2:1](NC(=O)[O-])[C:2]1[CH:7]=[CH:6][CH:5]=[CH:4][CH:3]=1.ClN1C(C)(C)[C:17](=[O:18])[N:16](Cl)C1=O.[C:23]([O:27][C:28]([N:30]1[CH2:34]C=CC1)=[O:29])([CH3:26])([CH3:25])[CH3:24].S([O-])([O-])=[O:36].[Na+].[Na+].[CH2:41]([OH:44])[CH2:42][CH3:43]. (4) The reactants are: Cl[C:2]1[C:8]2[CH:9]=[CH:10][CH:11]=[CH:12][C:7]=2[S:6][C:5]2[CH:13]=[CH:14][CH:15]=[CH:16][C:4]=2[N:3]=1.C1C=CC(P(C2C(C3C(P(C4C=CC=CC=4)C4C=CC=CC=4)=CC=C4C=3C=CC=C4)=C3C(C=CC=C3)=CC=2)C2C=CC=CC=2)=CC=1.C(N(CC)CC)C.[F:70][C:71]([F:89])([F:88])[C:72]([NH:74][CH2:75][CH:76]1[CH2:81][NH:80][CH2:79][CH2:78][N:77]1[CH2:82][CH2:83][O:84][CH2:85][CH2:86][OH:87])=[O:73]. Given the product [CH:9]1[C:8]2[C:2]([N:80]3[CH2:79][CH2:78][N:77]([CH2:82][CH2:83][O:84][CH2:85][CH2:86][OH:87])[CH:76]([CH2:75][NH:74][C:72](=[O:73])[C:71]([F:89])([F:88])[F:70])[CH2:81]3)=[N:3][C:4]3[CH:16]=[CH:15][CH:14]=[CH:13][C:5]=3[S:6][C:7]=2[CH:12]=[CH:11][CH:10]=1, predict the reactants needed to synthesize it. (5) Given the product [Cl:63][C:59]1[CH:58]=[C:57]([C@H:54]([NH:53][C:17]([C:13]2[NH:14][C:15]([CH3:16])=[C:11]([C:9]3[CH:8]=[CH:7][N:6]=[C:5]([NH:4][CH:1]([CH3:2])[CH3:3])[N:10]=3)[C:12]=2[CH3:20])=[O:19])[CH2:55][OH:56])[CH:62]=[CH:61][CH:60]=1, predict the reactants needed to synthesize it. The reactants are: [CH:1]([NH:4][C:5]1[N:10]=[C:9]([C:11]2[C:12]([CH3:20])=[C:13]([C:17]([OH:19])=O)[NH:14][C:15]=2[CH3:16])[CH:8]=[CH:7][N:6]=1)([CH3:3])[CH3:2].O.OC1C2N=NNC=2C=CC=1.C(N(C(C)C)CC)(C)C.CCN=C=NCCCN(C)C.Cl.[NH2:53][C@@H:54]([C:57]1[CH:62]=[CH:61][CH:60]=[C:59]([Cl:63])[CH:58]=1)[CH2:55][OH:56]. (6) Given the product [NH:3]1[C:4]2[CH:9]=[CH:8][CH:7]=[CH:6][C:5]=2[N:1]=[C:2]1[C:10]([NH:32][CH2:31][C:27]1[CH:26]=[C:25]([CH:30]=[CH:29][CH:28]=1)[O:24][C:21]1[CH:22]=[CH:23][C:18]([CH2:17][CH2:16][C:15]([OH:34])=[O:14])=[C:19]([CH3:33])[CH:20]=1)=[O:12], predict the reactants needed to synthesize it. The reactants are: [NH:1]1[C:5]2[CH:6]=[CH:7][CH:8]=[CH:9][C:4]=2[N:3]=[C:2]1[C:10]([OH:12])=O.C[O:14][C:15](=[O:34])[CH2:16][CH2:17][C:18]1[CH:23]=[CH:22][C:21]([O:24][C:25]2[CH:30]=[CH:29][CH:28]=[C:27]([CH2:31][NH2:32])[CH:26]=2)=[CH:20][C:19]=1[CH3:33].